From a dataset of Peptide-MHC class I binding affinity with 185,985 pairs from IEDB/IMGT. Regression. Given a peptide amino acid sequence and an MHC pseudo amino acid sequence, predict their binding affinity value. This is MHC class I binding data. (1) The peptide sequence is MFEALPHII. The MHC is HLA-A32:01 with pseudo-sequence HLA-A32:01. The binding affinity (normalized) is 0.380. (2) The peptide sequence is RDNRTIISL. The MHC is Mamu-B08 with pseudo-sequence Mamu-B08. The binding affinity (normalized) is 0.243. (3) The binding affinity (normalized) is 0.0403. The MHC is HLA-A30:01 with pseudo-sequence HLA-A30:01. The peptide sequence is STQQNKLVI. (4) The peptide sequence is STPESANR. The MHC is Mamu-A01 with pseudo-sequence Mamu-A01. The binding affinity (normalized) is 0.111.